Dataset: Full USPTO retrosynthesis dataset with 1.9M reactions from patents (1976-2016). Task: Predict the reactants needed to synthesize the given product. (1) Given the product [CH3:32][O:31][C:29]([O:8][C:6]1[C:5]([C:9](=[O:19])[C:10]2[CH:11]=[CH:12][C:13]([N+:16]([O-:18])=[O:17])=[CH:14][CH:15]=2)=[C:4]([CH3:20])[CH:3]=[C:2]([O:1][C:35]([O:34][CH3:38])=[O:33])[CH:7]=1)=[O:30], predict the reactants needed to synthesize it. The reactants are: [OH:1][C:2]1[CH:3]=[C:4]([CH3:20])[C:5]([C:9](=[O:19])[C:10]2[CH:15]=[CH:14][C:13]([N+:16]([O-:18])=[O:17])=[CH:12][CH:11]=2)=[C:6]([OH:8])[CH:7]=1.C(N(CC)CC)C.Cl[C:29]([O:31][CH3:32])=[O:30].[OH2:33].[O:34]1[CH2:38]CC[CH2:35]1. (2) Given the product [C:1]([N:4]1[CH2:9][CH2:8][CH:7]([C:10]([N:12]2[CH2:17][CH2:16][C@@H:15]([N:18]([CH3:28])[C:19]([C:20]3[CH:25]=[CH:24][C:23]([C:37]4[CH:42]=[CH:41][CH:40]=[CH:39][CH:38]=4)=[CH:22][CH:21]=3)=[O:27])[C@H:14]([C:29]3[CH:34]=[CH:33][C:32]([Cl:35])=[C:31]([Cl:36])[CH:30]=3)[CH2:13]2)=[O:11])[CH2:6][CH2:5]1)(=[O:3])[CH3:2], predict the reactants needed to synthesize it. The reactants are: [C:1]([N:4]1[CH2:9][CH2:8][CH:7]([C:10]([N:12]2[CH2:17][CH2:16][C@@H:15]([N:18]([CH3:28])[C:19](=[O:27])[C:20]3[CH:25]=[CH:24][C:23](Br)=[CH:22][CH:21]=3)[C@H:14]([C:29]3[CH:34]=[CH:33][C:32]([Cl:35])=[C:31]([Cl:36])[CH:30]=3)[CH2:13]2)=[O:11])[CH2:6][CH2:5]1)(=[O:3])[CH3:2].[C:37]1(B(O)O)[CH:42]=[CH:41][CH:40]=[CH:39][CH:38]=1.C(=O)([O-])[O-].[K+].[K+]. (3) Given the product [NH:23]([C:16]([C:15]1[CH:20]=[CH:21][C:12]([NH:11][C:9](=[O:10])[CH2:8][O:1][C:2]2[CH:7]=[CH:6][CH:5]=[CH:4][CH:3]=2)=[CH:13][CH:14]=1)=[O:17])[NH2:24], predict the reactants needed to synthesize it. The reactants are: [O:1]([CH2:8][C:9]([NH:11][C:12]1[CH:21]=[CH:20][C:15]([C:16](OC)=[O:17])=[CH:14][CH:13]=1)=[O:10])[C:2]1[CH:7]=[CH:6][CH:5]=[CH:4][CH:3]=1.O.[NH2:23][NH2:24].O. (4) The reactants are: [Cl:1][C:2]1[CH:7]=[CH:6][CH:5]=[C:4]([Cl:8])[C:3]=1[C:9]1[NH:13][N:12]=[N:11][N:10]=1.Br[CH2:15][C:16]1[CH:21]=[CH:20][CH:19]=[CH:18][C:17]=1[C:22]([F:25])([F:24])[F:23].BrCC1C=CC=CC=1C. Given the product [Cl:8][C:4]1[CH:5]=[CH:6][CH:7]=[C:2]([Cl:1])[C:3]=1[C:9]1[N:13]([CH2:15][C:16]2[CH:21]=[CH:20][CH:19]=[CH:18][C:17]=2[C:22]([F:23])([F:24])[F:25])[N:12]=[N:11][N:10]=1, predict the reactants needed to synthesize it. (5) Given the product [NH2:21][C:13]1[CH:14]=[N:15][C:16]2[C:11]([C:12]=1[C:24]([C:26]1[CH:27]=[CH:28][C:29]([C:30]#[N:31])=[CH:32][CH:33]=1)=[O:25])=[CH:10][C:9]([O:8][CH2:1][C:2]1[CH:3]=[CH:4][CH:5]=[CH:6][CH:7]=1)=[C:18]([O:19][CH3:20])[CH:17]=2, predict the reactants needed to synthesize it. The reactants are: [CH2:1]([O:8][C:9]1[CH:10]=[C:11]2[C:16](=[CH:17][C:18]=1[O:19][CH3:20])[N:15]=[CH:14][C:13]([N+:21]([O-])=O)=[C:12]2[C:24]([C:26]1[CH:33]=[CH:32][C:29]([C:30]#[N:31])=[CH:28][CH:27]=1)=[O:25])[C:2]1[CH:7]=[CH:6][CH:5]=[CH:4][CH:3]=1.Cl. (6) Given the product [OH:1][C:2]([CH3:34])([CH3:35])[CH2:3][C@@:4]1([C:28]2[CH:33]=[CH:32][CH:31]=[CH:30][CH:29]=2)[O:9][C:8](=[O:10])[N:7]([C@H:11]([C:13]2[CH:14]=[CH:15][C:16]([C:40]3[CH:39]=[N:38][C:37]([CH3:36])=[N:42][CH:41]=3)=[CH:17][CH:18]=2)[CH3:12])[CH2:6][CH2:5]1, predict the reactants needed to synthesize it. The reactants are: [OH:1][C:2]([CH3:35])([CH3:34])[CH2:3][C@@:4]1([C:28]2[CH:33]=[CH:32][CH:31]=[CH:30][CH:29]=2)[O:9][C:8](=[O:10])[N:7]([C@H:11]([C:13]2[CH:18]=[CH:17][C:16](B3OC(C)(C)C(C)(C)O3)=[CH:15][CH:14]=2)[CH3:12])[CH2:6][CH2:5]1.[CH3:36][C:37]1[N:42]=[CH:41][C:40](Br)=[CH:39][N:38]=1. (7) The reactants are: [Al+3].[Cl-].[Cl-].[Cl-].[F:5][C:6]1[CH:18]=[CH:17][CH:16]=[CH:15][C:7]=1[O:8][CH2:9][CH2:10][C:11]([CH3:14])(O)[CH3:12]. Given the product [F:5][C:6]1[CH:18]=[CH:17][CH:16]=[C:15]2[C:7]=1[O:8][CH2:9][CH2:10][C:11]2([CH3:14])[CH3:12], predict the reactants needed to synthesize it. (8) Given the product [C:18]([O:17][C:15]([N:1]1[CH2:6][CH2:5][CH2:4][C@@H:3]2[C:7]3[CH:8]=[CH:9][C:10]([NH2:14])=[CH:11][C:12]=3[CH2:13][C@H:2]12)=[O:16])([CH3:21])([CH3:20])[CH3:19], predict the reactants needed to synthesize it. The reactants are: [NH:1]1[CH2:6][CH2:5][CH2:4][C@@H:3]2[C:7]3[CH:8]=[CH:9][C:10]([NH2:14])=[CH:11][C:12]=3[CH2:13][C@H:2]12.[C:15](O[C:15]([O:17][C:18]([CH3:21])([CH3:20])[CH3:19])=[O:16])([O:17][C:18]([CH3:21])([CH3:20])[CH3:19])=[O:16]. (9) Given the product [S:18](=[O:20])(=[O:19])([O:13][CH:4]([CH2:3][CH:2]([CH3:14])[CH3:1])[CH2:5][CH2:6][C:7]1[CH:12]=[CH:11][CH:10]=[CH:9][CH:8]=1)[NH2:21], predict the reactants needed to synthesize it. The reactants are: [CH3:1][CH:2]([CH3:14])[CH2:3][CH:4]([OH:13])[CH2:5][CH2:6][C:7]1[CH:12]=[CH:11][CH:10]=[CH:9][CH:8]=1.[H-].[Na+].Cl[S:18]([N:21]=C=O)(=[O:20])=[O:19].C(O)=O.